This data is from Forward reaction prediction with 1.9M reactions from USPTO patents (1976-2016). The task is: Predict the product of the given reaction. (1) Given the reactants [N-:1]=[N+:2]=[N-:3].[Na+].[Cl-].[F:6][C:7]1[CH:12]=[CH:11][C:10]([C:13]#[C:14][P+](C2C=CC=CC=2)(C2C=CC=CC=2)C2C=CC=CC=2)=[CH:9][CH:8]=1.[OH-].[Na+].O, predict the reaction product. The product is: [F:6][C:7]1[CH:12]=[CH:11][C:10]([C:13]2[N:1]=[N:2][NH:3][CH:14]=2)=[CH:9][CH:8]=1. (2) Given the reactants C([NH:8][CH:9]1[CH2:14][CH2:13][N:12]([CH2:15][C:16]2[CH:17]=[C:18]([N:25](CC3C=CC(OC)=CC=3)[C:26]3[CH:31]=[CH:30][CH:29]=[CH:28][CH:27]=3)[C:19]3[N:20]([CH:22]=[CH:23][N:24]=3)[N:21]=2)[CH2:11][CH2:10]1)C1C=CC=CC=1.CC(O)=O.[H][H].C(O)(C(F)(F)F)=O, predict the reaction product. The product is: [NH2:8][CH:9]1[CH2:10][CH2:11][N:12]([CH2:15][C:16]2[CH:17]=[C:18]([NH:25][C:26]3[CH:31]=[CH:30][CH:29]=[CH:28][CH:27]=3)[C:19]3[N:20]([CH:22]=[CH:23][N:24]=3)[N:21]=2)[CH2:13][CH2:14]1. (3) Given the reactants C[O-].[Na+].C([NH:12][NH:13][CH:14]([CH3:28])[C:15]([CH:21]1[CH2:26][CH:25]2[CH2:27][CH:22]1[CH2:23][CH2:24]2)([CH3:20])[C:16](OC)=[O:17])(=O)C1C=CC=CC=1, predict the reaction product. The product is: [CH:22]12[CH2:27][CH:25]([CH2:24][CH2:23]1)[CH2:26][CH:21]2[C:15]1([CH3:20])[C:16](=[O:17])[NH:12][N:13]=[C:14]1[CH3:28]. (4) Given the reactants [C:1]1([NH:7][NH2:8])[CH:6]=[CH:5][CH:4]=[CH:3][CH:2]=1.C([O-])([O-])=O.[Na+].[Na+].[Cl:15][CH2:16][CH2:17][CH2:18][CH2:19][C:20](Cl)=[O:21], predict the reaction product. The product is: [Cl:15][CH2:16][CH2:17][CH2:18][CH2:19][C:20]([NH:8][NH:7][C:1]1[CH:6]=[CH:5][CH:4]=[CH:3][CH:2]=1)=[O:21]. (5) The product is: [Cl:1][C:2]1[CH:7]=[CH:6][C:5]([C:8]2[NH:9][N:10]=[C:11]([N:19]3[CH2:20][CH2:21][N:22]([CH:32]4[CH2:34][CH2:33]4)[CH2:23][CH2:24]3)[C:12]=2[C:13]2[CH:14]=[CH:15][N:16]=[CH:17][CH:18]=2)=[CH:4][CH:3]=1. Given the reactants [Cl:1][C:2]1[CH:7]=[CH:6][C:5]([C:8]2[C:12]([C:13]3[CH:18]=[CH:17][N:16]=[CH:15][CH:14]=3)=[C:11]([N:19]3[CH2:24][CH2:23][NH:22][CH2:21][CH2:20]3)[NH:10][N:9]=2)=[CH:4][CH:3]=1.C(O)(=O)C.C(O[C:32]1(O[Si](C)(C)C)[CH2:34][CH2:33]1)C.C([BH3-])#N.[Na+], predict the reaction product. (6) Given the reactants Br[CH2:2][C:3]1[CH:8]=[CH:7][CH:6]=[CH:5][C:4]=1[CH2:9][F:10].BrCC1CCCCO1.N1C2C(=CC=CC=2)C2(C3C(=CC4OCCOC=4C=3)OC2)C1=O.[C:41]12([C:62]3[C:53](=[CH:54][C:55]4[O:60][CH2:59][CH2:58][O:57][C:56]=4[CH:61]=3)[O:52][CH2:51]1)[C:49]1[C:44](=[CH:45][CH:46]=[CH:47][CH:48]=1)[CH2:43][C:42]2=[O:50], predict the reaction product. The product is: [F:10][CH2:9][C:4]1[CH:5]=[CH:6][CH:7]=[CH:8][C:3]=1[CH2:2][CH:43]1[C:44]2[C:49](=[CH:48][CH:47]=[CH:46][CH:45]=2)[C:41]2([C:62]3[C:53](=[CH:54][C:55]4[O:60][CH2:59][CH2:58][O:57][C:56]=4[CH:61]=3)[O:52][CH2:51]2)[C:42]1=[O:50]. (7) Given the reactants [C:1]([O:5][C:6](=[O:26])[NH:7][C@H:8]([C:12]1[CH:13]=[N:14][CH:15]=[C:16](B2OCC(C)(C)CO2)[CH:17]=1)[CH2:9][CH:10]=[CH2:11])([CH3:4])([CH3:3])[CH3:2].Br[C:28]1[CH:33]=[CH:32][N:31]=[CH:30][C:29]=1[NH2:34].C([O-])(O)=O.[Na+].O1CCOCC1, predict the reaction product. The product is: [C:1]([O:5][C:6](=[O:26])[NH:7][C@H:8]([C:12]1[CH:17]=[C:16]([C:28]2[CH:33]=[CH:32][N:31]=[CH:30][C:29]=2[NH2:34])[CH:15]=[N:14][CH:13]=1)[CH2:9][CH:10]=[CH2:11])([CH3:2])([CH3:3])[CH3:4]. (8) Given the reactants C(C1C(C[C:15]2[CH:20]=[CH:19][C:18]([OH:21])=[CH:17][CH:16]=2)=C2N=C(C)C=C(C)N2N=1)C.C([Mg]Br)=C.CCOCC.[CH3:31][C@H:32]([NH2:39])[C:33]1[CH:38]=[CH:37][CH:36]=[CH:35][CH:34]=1, predict the reaction product. The product is: [CH3:15][C@H:16]1[CH2:17][C:18](=[O:21])[CH2:19][CH2:20][N:39]1[C@H:32]([C:33]1[CH:38]=[CH:37][CH:36]=[CH:35][CH:34]=1)[CH3:31].